From a dataset of Full USPTO retrosynthesis dataset with 1.9M reactions from patents (1976-2016). Predict the reactants needed to synthesize the given product. (1) Given the product [Br:19][CH2:20][CH2:21][O:18][C:10]1[CH:11]=[CH:12][C:13]([N+:15]([O-:17])=[O:16])=[CH:14][C:9]=1[O:8][CH3:7], predict the reactants needed to synthesize it. The reactants are: C(=O)([O-])[O-].[K+].[K+].[CH3:7][O:8][C:9]1[CH:14]=[C:13]([N+:15]([O-:17])=[O:16])[CH:12]=[CH:11][C:10]=1[OH:18].[Br:19][CH2:20][CH2:21]Br. (2) Given the product [CH3:1][O:2][C:3]1[CH:4]=[C:5]([CH:17]=[CH:18][CH:19]=1)[CH2:6][N:7]1[C:12]([CH3:13])=[CH:11][C:10]([O:14][CH2:21][C:22]2[CH:36]=[CH:35][C:34]([F:37])=[CH:33][C:23]=2[CH2:24][NH:25][C:26](=[O:32])[O:27][C:28]([CH3:31])([CH3:29])[CH3:30])=[C:9]([Cl:15])[C:8]1=[O:16], predict the reactants needed to synthesize it. The reactants are: [CH3:1][O:2][C:3]1[CH:4]=[C:5]([CH:17]=[CH:18][CH:19]=1)[CH2:6][N:7]1[C:12]([CH3:13])=[CH:11][C:10]([OH:14])=[C:9]([Cl:15])[C:8]1=[O:16].Br[CH2:21][C:22]1[CH:36]=[CH:35][C:34]([F:37])=[CH:33][C:23]=1[CH2:24][NH:25][C:26](=[O:32])[O:27][C:28]([CH3:31])([CH3:30])[CH3:29].C(=O)([O-])[O-].[K+].[K+]. (3) The reactants are: C(=O)([O-])[O-].[Cs+].[Cs+].[C:7]([O:11][C:12](=[O:29])[NH:13][C:14]([CH3:28])([CH3:27])[CH2:15][N:16]([C:23](=[O:26])[CH2:24]Br)[C:17]1[CH:22]=[CH:21][CH:20]=[CH:19][CH:18]=1)([CH3:10])([CH3:9])[CH3:8].O. Given the product [C:7]([O:11][C:12]([N:13]1[CH2:24][C:23](=[O:26])[N:16]([C:17]2[CH:22]=[CH:21][CH:20]=[CH:19][CH:18]=2)[CH2:15][C:14]1([CH3:28])[CH3:27])=[O:29])([CH3:10])([CH3:9])[CH3:8], predict the reactants needed to synthesize it. (4) Given the product [C:48]([OH:57])(=[O:56])[C@@H:49]([C@H:51]([C:53]([OH:55])=[O:54])[OH:52])[OH:50].[CH3:1][CH2:2][N:3]([C:37]1[CH:38]=[N:39][CH:40]=[CH:41][CH:42]=1)[C:4]([C:6]1[N:15]2[C:9]([CH2:10][N:11]([C:20](=[O:36])[C:21]3[CH:26]=[CH:25][C:24]([C:27]4[CH2:32][CH2:31][CH2:30][C@@H:29]([OH:33])[C:28]=4[CH3:34])=[C:23]([CH3:35])[CH:22]=3)[C:12]3[CH:19]=[CH:18][CH:17]=[CH:16][C:13]=3[CH2:14]2)=[CH:8][CH:7]=1)=[O:5], predict the reactants needed to synthesize it. The reactants are: [CH3:1][CH2:2][N:3]([C:37]1[CH:38]=[N:39][CH:40]=[CH:41][CH:42]=1)[C:4]([C:6]1[N:15]2[C:9]([CH2:10][N:11]([C:20](=[O:36])[C:21]3[CH:26]=[CH:25][C:24]([C:27]4[CH2:32][CH2:31][CH2:30][C@@H:29]([OH:33])[C:28]=4[CH3:34])=[C:23]([CH3:35])[CH:22]=3)[C:12]3[CH:19]=[CH:18][CH:17]=[CH:16][C:13]=3[CH2:14]2)=[CH:8][CH:7]=1)=[O:5].C(OCC)C.[C:48]([OH:57])(=[O:56])[C@@H:49]([C@H:51]([C:53]([OH:55])=[O:54])[OH:52])[OH:50]. (5) The reactants are: [OH:1][CH2:2][C:3]1[CH:18]=[CH:17][C:6]([CH2:7][CH2:8][NH:9][C:10](=[O:16])[O:11][C:12]([CH3:15])([CH3:14])[CH3:13])=[CH:5][CH:4]=1. Given the product [CH:2]([C:3]1[CH:4]=[CH:5][C:6]([CH2:7][CH2:8][NH:9][C:10](=[O:16])[O:11][C:12]([CH3:13])([CH3:14])[CH3:15])=[CH:17][CH:18]=1)=[O:1], predict the reactants needed to synthesize it.